This data is from Catalyst prediction with 721,799 reactions and 888 catalyst types from USPTO. The task is: Predict which catalyst facilitates the given reaction. (1) Reactant: Cl[C:2]([C:4]1[CH:13]=[CH:12][C:7]([C:8]([O:10][CH3:11])=[O:9])=[CH:6][CH:5]=1)=[O:3].[Cl-].[Cl-].[Cl-].[Al+3].[CH2:18]([O:26][C:27]1[CH:32]=[CH:31][CH:30]=[CH:29][C:28]=1[O:33][CH2:34][CH2:35][CH2:36][CH2:37][CH2:38][CH2:39][CH2:40][CH3:41])[CH2:19][CH2:20][CH2:21][CH2:22][CH2:23][CH2:24][CH3:25]. Product: [CH2:34]([O:33][C:28]1[CH:29]=[C:30]([CH:31]=[CH:32][C:27]=1[O:26][CH2:18][CH2:19][CH2:20][CH2:21][CH2:22][CH2:23][CH2:24][CH3:25])[C:2]([C:4]1[CH:13]=[CH:12][C:7]([C:8]([O:10][CH3:11])=[O:9])=[CH:6][CH:5]=1)=[O:3])[CH2:35][CH2:36][CH2:37][CH2:38][CH2:39][CH2:40][CH3:41]. The catalyst class is: 4. (2) Reactant: [Si]([O:8][CH2:9][C@@H:10]([NH:15][C:16]([C:18]1[N:19]=[C:20]([N:23]2[CH2:26][CH:25]([S:27][C:28]3[C@H:29]([CH3:52])[C@@H:30]4[C@@H:47]([C@H:48]([OH:50])[CH3:49])[C:46](=[O:51])[N:31]4[C:32]=3[C:33]([O:35][CH2:36][C:37]3[CH:42]=[CH:41][C:40]([N+:43]([O-:45])=[O:44])=[CH:39][CH:38]=3)=[O:34])[CH2:24]2)[S:21][CH:22]=1)=[O:17])[CH2:11][CH:12]([CH3:14])[CH3:13])(C(C)(C)C)(C)C.C(O)(=O)C.[F-].C([N+](CCCC)(CCCC)CCCC)CCC. Product: [OH:8][CH2:9][C@@H:10]([NH:15][C:16]([C:18]1[N:19]=[C:20]([N:23]2[CH2:24][CH:25]([S:27][C:28]3[C@H:29]([CH3:52])[C@@H:30]4[C@@H:47]([C@H:48]([OH:50])[CH3:49])[C:46](=[O:51])[N:31]4[C:32]=3[C:33]([O:35][CH2:36][C:37]3[CH:38]=[CH:39][C:40]([N+:43]([O-:45])=[O:44])=[CH:41][CH:42]=3)=[O:34])[CH2:26]2)[S:21][CH:22]=1)=[O:17])[CH2:11][CH:12]([CH3:13])[CH3:14]. The catalyst class is: 7. (3) Reactant: [CH:1]1([O:4][C:5]2[CH:13]=[CH:12][C:8]([C:9]([OH:11])=O)=[CH:7][C:6]=2[N+:14]([O-:16])=[O:15])[CH2:3][CH2:2]1.[C:17]1([C:23]2[S:27][C:26]([NH2:28])=[N:25][N:24]=2)[CH:22]=[CH:21][CH:20]=[CH:19][CH:18]=1.C1CN([P+](ON2N=NC3C=CC=CC2=3)(N2CCCC2)N2CCCC2)CC1.F[P-](F)(F)(F)(F)F.C(N(C(C)C)C(C)C)C. Product: [CH:1]1([O:4][C:5]2[CH:13]=[CH:12][C:8]([C:9]([NH:28][C:26]3[S:27][C:23]([C:17]4[CH:22]=[CH:21][CH:20]=[CH:19][CH:18]=4)=[N:24][N:25]=3)=[O:11])=[CH:7][C:6]=2[N+:14]([O-:16])=[O:15])[CH2:2][CH2:3]1. The catalyst class is: 18. (4) Reactant: [CH2:1]([O:3][C:4](=[O:14])[CH2:5][CH2:6][CH2:7][CH2:8][CH2:9][CH2:10][CH2:11][CH:12]=[CH2:13])[CH3:2].[F:15][C:16]1[CH:23]=[CH:22][CH:21]=[CH:20][C:17]=1C=C. Product: [CH2:1]([O:3][C:4](=[O:14])[CH2:5][CH2:6][CH2:7][CH2:8][CH2:9][CH2:10][CH2:11][CH:12]=[CH:13][C:17]1[CH:20]=[CH:21][CH:22]=[CH:23][C:16]=1[F:15])[CH3:2]. The catalyst class is: 4. (5) Reactant: O=[C:2]([C:15]1[CH:20]=[N:19][CH:18]=[CH:17][N:16]=1)[CH2:3][N:4]1C(=O)C2C(=CC=CC=2)C1=O.C[N:22]([CH:24]=O)C.CC([N:29](C)C)=O.O.NN. Product: [N:16]1[CH:17]=[CH:18][N:19]=[CH:20][C:15]=1[C:2]1[C:3]([NH2:4])=[CH:24][NH:22][N:29]=1. The catalyst class is: 14.